Dataset: Forward reaction prediction with 1.9M reactions from USPTO patents (1976-2016). Task: Predict the product of the given reaction. (1) Given the reactants [CH2:1]([O:8][C:9]1[CH:14]=[CH:13][CH:12]=[C:11]([NH:15][C:16]([O:18]C2C=CC=CC=2)=O)[CH:10]=1)[C:2]1[CH:7]=[CH:6][CH:5]=[CH:4][CH:3]=1.[C:25]([O:29][C:30]([NH:32][C:33]1[CH:38]=[CH:37][CH:36]=[CH:35][C:34]=1[NH:39][C:40](=[O:55])[C:41]1[CH:46]=[CH:45][C:44]([CH2:47][NH:48][CH2:49][CH2:50][CH2:51][N:52]([CH3:54])[CH3:53])=[CH:43][CH:42]=1)=[O:31])([CH3:28])([CH3:27])[CH3:26].O, predict the reaction product. The product is: [CH2:1]([O:8][C:9]1[CH:10]=[C:11]([NH:15][C:16](=[O:18])[N:48]([CH2:47][C:44]2[CH:45]=[CH:46][C:41]([C:40]([NH:39][C:34]3[CH:35]=[CH:36][CH:37]=[CH:38][C:33]=3[NH:32][C:30]([O:29][C:25]([CH3:26])([CH3:28])[CH3:27])=[O:31])=[O:55])=[CH:42][CH:43]=2)[CH2:49][CH2:50][CH2:51][N:52]([CH3:53])[CH3:54])[CH:12]=[CH:13][CH:14]=1)[C:2]1[CH:3]=[CH:4][CH:5]=[CH:6][CH:7]=1. (2) Given the reactants [Br:1][C:2]1[CH:3]=[C:4]([NH:10][C:11]2[N:16]=[CH:15][C:14]([CH:17]3[CH2:20][N:19](C(OC(C)(C)C)=O)[CH2:18]3)=[CH:13][CH:12]=2)[C:5](=[O:9])[N:6]([CH3:8])[CH:7]=1, predict the reaction product. The product is: [NH:19]1[CH2:20][CH:17]([C:14]2[CH:13]=[CH:12][C:11]([NH:10][C:4]3[C:5](=[O:9])[N:6]([CH3:8])[CH:7]=[C:2]([Br:1])[CH:3]=3)=[N:16][CH:15]=2)[CH2:18]1. (3) Given the reactants [NH2:1][C:2]1[CH:3]=[C:4]2[C:8](=[CH:9][C:10]=1[N+:11]([O-])=O)[C:7](=[O:14])[N:6]([CH:15]([CH3:20])[CH2:16][N:17]([CH3:19])[CH3:18])[C:5]2=[O:21].[CH3:22][C:23](O)=O.[ClH:26].[CH3:27][OH:28], predict the reaction product. The product is: [Cl:26][C:9]1[CH:10]=[CH:2][NH:1][C:27](=[O:28])[C:23]=1[C:22]1[NH:1][C:2]2[C:10]([N:11]=1)=[CH:9][C:8]1[C:7](=[O:14])[N:6]([CH:15]([CH3:20])[CH2:16][N:17]([CH3:19])[CH3:18])[C:5](=[O:21])[C:4]=1[CH:3]=2.